Dataset: Reaction yield outcomes from USPTO patents with 853,638 reactions. Task: Predict the reaction yield, written as a fraction of the theoretical maximum amount of product (1.0 means a 100% yield; for example, 0.34 means a 34% yield). The reactants are [Br:1][C:2]1[CH:3]=[CH:4][C:5]([OH:30])=[C:6]([CH:29]=1)[C:7]([NH:9][C:10]1[S:11][C:12]([C:26](O)=[O:27])=[C:13]([C:15]2[C:20]([F:21])=[C:19]([F:22])[C:18]([F:23])=[C:17]([F:24])[C:16]=2[F:25])[N:14]=1)=[O:8].CN.O.O[N:35]1[C:39]2C=CC=CC=2N=N1.CCN=C=NCCCN(C)C.Cl. The catalyst is O1CCCC1. The product is [Br:1][C:2]1[CH:3]=[CH:4][C:5]([OH:30])=[C:6]([CH:29]=1)[C:7]([NH:9][C:10]1[S:11][C:12]([C:26]([NH:35][CH3:39])=[O:27])=[C:13]([C:15]2[C:16]([F:25])=[C:17]([F:24])[C:18]([F:23])=[C:19]([F:22])[C:20]=2[F:21])[N:14]=1)=[O:8]. The yield is 0.426.